From a dataset of Reaction yield outcomes from USPTO patents with 853,638 reactions. Predict the reaction yield, written as a fraction of the theoretical maximum amount of product (1.0 means a 100% yield; for example, 0.34 means a 34% yield). (1) The reactants are [NH:1]1[C:9]2[C:4](=[CH:5][CH:6]=[CH:7][C:8]=2[C:10]([OH:12])=O)[CH:3]=[CH:2]1.CN(C(ON1N=NC2C=CC=CC1=2)=[N+](C)C)C.[B-](F)(F)(F)F.C(N(CC)C(C)C)(C)C.[C:44]([C:48]1[CH:65]=[CH:64][C:51]([CH2:52][NH:53][CH2:54][CH2:55][C:56]2[CH:61]=[CH:60][CH:59]=[C:58]([O:62][CH3:63])[CH:57]=2)=[CH:50][CH:49]=1)([CH3:47])([CH3:46])[CH3:45]. The catalyst is CN(C=O)C.O. The product is [C:44]([C:48]1[CH:65]=[CH:64][C:51]([CH2:52][N:53]([CH2:54][CH2:55][C:56]2[CH:61]=[CH:60][CH:59]=[C:58]([O:62][CH3:63])[CH:57]=2)[C:10]([C:8]2[CH:7]=[CH:6][CH:5]=[C:4]3[C:9]=2[NH:1][CH:2]=[CH:3]3)=[O:12])=[CH:50][CH:49]=1)([CH3:47])([CH3:45])[CH3:46]. The yield is 0.750. (2) The reactants are [NH2:1][C:2]1N=[CH:6][C:5](I)=[CH:4][N:3]=1.[F:9][C:10]([F:21])([F:20])[C:11]1[CH:16]=[CH:15]C(B(O)O)=[CH:13][CH:12]=1.[C:22](=O)([O-])[O-].[Na+].[Na+].[Cl-].[NH4+:29]. The catalyst is CC#N. The product is [F:9][C:10]([F:21])([F:20])[C:11]1[CH:16]=[CH:15][C:6]([C:5]2[N:29]=[CH:22][C:2]([NH2:1])=[N:3][CH:4]=2)=[CH:13][CH:12]=1. The yield is 0.870.